This data is from Reaction yield outcomes from USPTO patents with 853,638 reactions. The task is: Predict the reaction yield, written as a fraction of the theoretical maximum amount of product (1.0 means a 100% yield; for example, 0.34 means a 34% yield). (1) The reactants are [CH3:1][O:2][C:3]1[CH:8]=[C:7]([N+:9]([O-:11])=[O:10])[CH:6]=[CH:5][C:4]=1[NH2:12].Cl.[N:14]1([CH2:19][C:20](O)=[O:21])[CH2:18][CH2:17][CH2:16][CH2:15]1.C(N(CC)C(C)C)(C)C.F[P-](F)(F)(F)(F)F.N1(OC(N(C)C)=[N+](C)C)C2N=CC=CC=2N=N1. The catalyst is CN(C)C=O.O. The product is [CH3:1][O:2][C:3]1[CH:8]=[C:7]([N+:9]([O-:11])=[O:10])[CH:6]=[CH:5][C:4]=1[NH:12][C:20](=[O:21])[CH2:19][N:14]1[CH2:18][CH2:17][CH2:16][CH2:15]1. The yield is 0.460. (2) The reactants are C([O:3][C:4]([C:6]1[C:7]([C:15]2[O:16][CH:17]=[CH:18][CH:19]=2)=[N:8][C:9]([NH2:14])=[N:10][C:11]=1[S:12][CH3:13])=[CH2:5])C.Cl. The catalyst is C1COCC1. The product is [NH2:14][C:9]1[N:8]=[C:7]([C:15]2[O:16][CH:17]=[CH:18][CH:19]=2)[C:6]([C:4](=[O:3])[CH3:5])=[C:11]([S:12][CH3:13])[N:10]=1. The yield is 0.330.